Dataset: Reaction yield outcomes from USPTO patents with 853,638 reactions. Task: Predict the reaction yield, written as a fraction of the theoretical maximum amount of product (1.0 means a 100% yield; for example, 0.34 means a 34% yield). (1) The reactants are [Cl:1][C:2]1[C:7]([C:8]2[N:12]([S:13]([C:16]3[CH:17]=[N:18][CH:19]=[CH:20][CH:21]=3)(=[O:15])=[O:14])[CH:11]=[C:10]([CH2:22][N:23](C)[C:24](=O)[O:25][C:26]([CH3:29])(C)C)[CH:9]=2)=[CH:6][CH:5]=[CH:4][N:3]=1.[C:32]([O:35]CC)(=[O:34])[CH3:33].Cl.C([OH:41])C. No catalyst specified. The product is [C:26]([OH:25])(=[O:41])/[CH:29]=[CH:33]/[C:32]([OH:35])=[O:34].[Cl:1][C:2]1[C:7]([C:8]2[N:12]([S:13]([C:16]3[CH:17]=[N:18][CH:19]=[CH:20][CH:21]=3)(=[O:14])=[O:15])[CH:11]=[C:10]([CH2:22][NH:23][CH3:24])[CH:9]=2)=[CH:6][CH:5]=[CH:4][N:3]=1. The yield is 0.680. (2) The reactants are [CH3:1][C:2]1[CH:3]=[C:4]([C:8]([N:10]=[C:11]=[S:12])=[O:9])[CH:5]=[CH:6][CH:7]=1.[CH3:13][O:14][C:15]1[CH:16]=[C:17]2[C:22](=[CH:23][C:24]=1[O:25][CH3:26])[N:21]=[CH:20][CH:19]=[C:18]2[O:27][C:28]1[CH:34]=[CH:33][C:31]([NH2:32])=[C:30]([CH3:35])[CH:29]=1.C1(C)C=CC=CC=1. The catalyst is C(O)C. The product is [CH3:13][O:14][C:15]1[CH:16]=[C:17]2[C:22](=[CH:23][C:24]=1[O:25][CH3:26])[N:21]=[CH:20][CH:19]=[C:18]2[O:27][C:28]1[CH:34]=[CH:33][C:31]([NH:32][C:11]([NH:10][C:8](=[O:9])[C:4]2[CH:5]=[CH:6][CH:7]=[C:2]([CH3:1])[CH:3]=2)=[S:12])=[C:30]([CH3:35])[CH:29]=1. The yield is 0.400. (3) The reactants are [Cl:1][C:2]1[C:17]2[CH2:16][CH2:15][CH2:14][C:13]=2[C:5]2[O:6][CH:7]([CH2:9][N:10]=[N+]=[N-])[CH2:8][C:4]=2[CH:3]=1. The catalyst is [Pt]. The product is [Cl:1][C:2]1[C:17]2[CH2:16][CH2:15][CH2:14][C:13]=2[C:5]2[O:6][CH:7]([CH2:9][NH2:10])[CH2:8][C:4]=2[CH:3]=1. The yield is 0.770. (4) The reactants are [I:1][C:2]1[CH:7]=[CH:6][C:5]([OH:8])=[CH:4][CH:3]=1.C([O-])([O-])=O.[K+].[K+].Br[CH2:16][C:17]#[N:18]. The catalyst is C(#N)C.O. The product is [I:1][C:2]1[CH:7]=[CH:6][C:5]([O:8][CH2:16][C:17]#[N:18])=[CH:4][CH:3]=1. The yield is 0.510. (5) The reactants are [Cl:1][C:2]1[CH:7]=[CH:6][C:5]([CH:8]([OH:37])[C:9]2[N:10]=[C:11]([C:27]3[CH:32]=[CH:31][N:30]=[C:29]([NH:33][C:34](=[O:36])[CH3:35])[CH:28]=3)[S:12][C:13]=2[C:14]2[N:15](COCC[Si](C)(C)C)[CH:16]=[CH:17][N:18]=2)=[CH:4][CH:3]=1.FC(F)(F)C(O)=O. The catalyst is C(Cl)Cl. The product is [Cl:1][C:2]1[CH:7]=[CH:6][C:5]([CH:8]([OH:37])[C:9]2[N:10]=[C:11]([C:27]3[CH:32]=[CH:31][N:30]=[C:29]([NH:33][C:34](=[O:36])[CH3:35])[CH:28]=3)[S:12][C:13]=2[C:14]2[NH:18][CH:17]=[CH:16][N:15]=2)=[CH:4][CH:3]=1. The yield is 0.500. (6) The reactants are C([O:3][C:4](=[O:19])[CH2:5][O:6][C:7]1[CH:12]=[CH:11][C:10]([C@@H:13]2[CH2:17][CH2:16][C:15](=[O:18])[CH2:14]2)=[CH:9][CH:8]=1)C. The catalyst is CCO.[OH-].[Na+]. The product is [O:18]=[C:15]1[CH2:16][CH2:17][C@@H:13]([C:10]2[CH:11]=[CH:12][C:7]([O:6][CH2:5][C:4]([OH:19])=[O:3])=[CH:8][CH:9]=2)[CH2:14]1. The yield is 0.890. (7) The product is [CH3:43][O:42][C:39]1[CH:38]=[CH:37][C:36]([NH:35][C:33]([C:31]2[S:32][C:28]3[C:27](=[O:46])[CH:26]=[C:25]([NH:1][CH2:2][CH2:3][CH2:4][N:5]([CH3:22])[CH2:6][CH2:7][CH2:8][NH:9][C:10]4[C:19](=[O:20])[C:14]5[N:15]=[C:16]([CH3:18])[S:17][C:13]=5[C:12](=[O:21])[CH:11]=4)[C:44](=[O:45])[C:29]=3[N:30]=2)=[O:34])=[CH:41][CH:40]=1. The catalyst is C(O)C. The yield is 0.0900. The reactants are [NH2:1][CH2:2][CH2:3][CH2:4][N:5]([CH3:22])[CH2:6][CH2:7][CH2:8][NH:9][C:10]1[C:19](=[O:20])[C:14]2[N:15]=[C:16]([CH3:18])[S:17][C:13]=2[C:12](=[O:21])[CH:11]=1.CO[C:25]1[C:44](=[O:45])[C:29]2[N:30]=[C:31]([C:33]([NH:35][C:36]3[CH:41]=[CH:40][C:39]([O:42][CH3:43])=[CH:38][CH:37]=3)=[O:34])[S:32][C:28]=2[C:27](=[O:46])[CH:26]=1.